This data is from Full USPTO retrosynthesis dataset with 1.9M reactions from patents (1976-2016). The task is: Predict the reactants needed to synthesize the given product. Given the product [CH3:28][S:29]([O:14][CH2:12][CH2:11][C:3]1[CH:4]=[C:5]([N+:8]([O-:10])=[O:9])[CH:6]=[CH:7][C:2]=1[CH3:1])(=[O:31])=[O:30], predict the reactants needed to synthesize it. The reactants are: [CH3:1][C:2]1[CH:7]=[CH:6][C:5]([N+:8]([O-:10])=[O:9])=[CH:4][C:3]=1[CH2:11][C:12]([OH:14])=O.B.O1CCCC1.C(N(CC)CC)C.[CH3:28][S:29](Cl)(=[O:31])=[O:30].